Dataset: Reaction yield outcomes from USPTO patents with 853,638 reactions. Task: Predict the reaction yield, written as a fraction of the theoretical maximum amount of product (1.0 means a 100% yield; for example, 0.34 means a 34% yield). (1) The reactants are [CH3:1][N:2]1[CH2:7][CH2:6][N:5]([C:8]([C:10]2[NH:14][C:13]3[CH:15]=[CH:16][CH:17]=[C:18]([N+:19]([O-])=O)[C:12]=3[N:11]=2)=[O:9])[CH2:4][CH2:3]1.[H][H]. The catalyst is C1COCC1.C(O)C.[Pd]. The product is [NH2:19][C:18]1[C:12]2[N:11]=[C:10]([C:8]([N:5]3[CH2:4][CH2:3][N:2]([CH3:1])[CH2:7][CH2:6]3)=[O:9])[NH:14][C:13]=2[CH:15]=[CH:16][CH:17]=1. The yield is 0.910. (2) The reactants are [CH2:1]([O:3][C:4]([C:6]1([NH:16][C:17](=[O:27])[C:18]2[CH:23]=[C:22]([Cl:24])[CH:21]=[C:20]([Cl:25])[C:19]=2[OH:26])[CH2:14][C:13]2[C:8](=[CH:9][CH:10]=[C:11]([F:15])[CH:12]=2)[CH2:7]1)=[O:5])[CH3:2].C([O-])([O-])=O.[Cs+].[Cs+].Br[CH:35]1[CH2:38][CH2:37][CH2:36]1. The catalyst is CN(C=O)C. The product is [CH2:1]([O:3][C:4]([C:6]1([NH:16][C:17](=[O:27])[C:18]2[CH:23]=[C:22]([Cl:24])[CH:21]=[C:20]([Cl:25])[C:19]=2[O:26][CH:35]2[CH2:38][CH2:37][CH2:36]2)[CH2:14][C:13]2[C:8](=[CH:9][CH:10]=[C:11]([F:15])[CH:12]=2)[CH2:7]1)=[O:5])[CH3:2]. The yield is 0.520. (3) The reactants are [Cl:1][C:2]1[N:7]=[C:6]([NH:8][NH:9][C:10](=[O:30])[C@H:11]([CH2:24][CH:25]2[CH2:29][CH2:28][CH2:27][CH2:26]2)[CH2:12][N:13]([O:16]CC2C=CC=CC=2)[CH:14]=[O:15])[C:5]([F:31])=[C:4]([NH:32][CH:33]([CH3:35])[CH3:34])[N:3]=1. The catalyst is CO.[OH-].[OH-].[Pd+2]. The product is [Cl:1][C:2]1[N:7]=[C:6]([NH:8][NH:9][C:10](=[O:30])[C@H:11]([CH2:24][CH:25]2[CH2:29][CH2:28][CH2:27][CH2:26]2)[CH2:12][N:13]([OH:16])[CH:14]=[O:15])[C:5]([F:31])=[C:4]([NH:32][CH:33]([CH3:35])[CH3:34])[N:3]=1. The yield is 0.510. (4) The reactants are Cl[C:2]1[C:7]([CH:8]=[O:9])=[CH:6][N:5]=[C:4]2[N:10]([CH2:13][O:14][CH2:15][CH2:16][Si:17]([CH3:20])([CH3:19])[CH3:18])[CH:11]=[CH:12][C:3]=12.[CH3:21][O-:22].[Na+]. The catalyst is CO. The product is [CH3:21][O:22][C:2]1[C:7]([CH:8]=[O:9])=[CH:6][N:5]=[C:4]2[N:10]([CH2:13][O:14][CH2:15][CH2:16][Si:17]([CH3:20])([CH3:19])[CH3:18])[CH:11]=[CH:12][C:3]=12. The yield is 0.770. (5) The reactants are [Br:1][C:2]1[CH:7]=[CH:6][C:5]([NH:8][C:9]2[N:14]=[C:13]3[C:15]4[C:16](=[C:20]([C:24]([OH:26])=O)[N:21](C)[N:22]=4)[CH2:17][CH2:18][CH2:19][C:12]3=[CH:11][N:10]=2)=[C:4]([O:27][CH3:28])[CH:3]=1.[K].[CH3:30]CN(C(C)C)C(C)C.CN(C(ON1N=NC2C=CC=CC1=2)=[N+](C)C)C.[B-](F)(F)(F)F.[CH2:61]([NH2:68])[C:62]1[CH:67]=[CH:66][CH:65]=[CH:64][CH:63]=1. The catalyst is CN(C=O)C.O. The product is [CH2:61]([NH:68][C:24]([C:20]1[C:16]2[CH2:17][CH2:18][CH2:19][C:12]3[C:13](=[N:14][C:9]([NH:8][C:5]4[CH:6]=[CH:7][C:2]([Br:1])=[CH:3][C:4]=4[O:27][CH3:28])=[N:10][CH:11]=3)[C:15]=2[N:22]([CH3:30])[N:21]=1)=[O:26])[C:62]1[CH:67]=[CH:66][CH:65]=[CH:64][CH:63]=1. The yield is 0.770. (6) The reactants are C[O:2][C:3](=[O:12])[C:4]1[CH:9]=[C:8]([F:10])[CH:7]=[C:6](Br)[CH:5]=1.B1([C:19]2[CH:24]=[CH:23][CH:22]=[N:21][CH:20]=2)OCCCO1.C(=O)([O-])[O-].[K+].[K+]. The catalyst is C1(C)C=CC=CC=1. The product is [F:10][C:8]1[CH:9]=[C:4]([CH:5]=[C:6]([C:19]2[CH:20]=[N:21][CH:22]=[CH:23][CH:24]=2)[CH:7]=1)[C:3]([OH:2])=[O:12]. The yield is 0.470. (7) The reactants are C([O:3][C:4](=O)[CH2:5][C:6]1[C:14]2[C:9](=[CH:10][C:11]([C:15]3[CH:20]=[CH:19][C:18]([F:21])=[CH:17][CH:16]=3)=[CH:12][CH:13]=2)[N:8]([CH2:22][C:23]2[C:24]3[CH:31]=[C:30]([Cl:32])[CH:29]=[CH:28][C:25]=3[S:26][CH:27]=2)[CH:7]=1)C.[OH-].[Na+].[CH3:36]CO. No catalyst specified. The product is [Cl:32][C:30]1[CH:29]=[CH:28][C:25]2[S:26][CH:27]=[C:23]([CH2:22][N:8]3[C:9]4[C:14](=[CH:13][CH:12]=[C:11]([C:15]5[CH:20]=[CH:19][C:18]([F:21])=[CH:17][CH:16]=5)[CH:10]=4)[C:6]([CH2:5][C:4](=[O:3])[CH3:36])=[CH:7]3)[C:24]=2[CH:31]=1. The yield is 0.810. (8) The reactants are [H-].[H-].[H-].[H-].[Li+].[Al+3].C([O:14][C:15](=O)[C:16]([O:28][C:29]1[CH:51]=[CH:50][C:32]2[C:33]3[N:37]([CH2:38][CH2:39][O:40][C:31]=2[CH:30]=1)[CH:36]=[C:35]([C:41]1[N:42]([CH:47]([CH3:49])[CH3:48])[N:43]=[C:44]([CH3:46])[N:45]=1)[N:34]=3)([CH3:27])[CH2:17][CH2:18][O:19][CH2:20][C:21]1[CH:26]=[CH:25][CH:24]=[CH:23][CH:22]=1)C1C=CC=CC=1.CCOC(C)=O.[C@H](O)(C([O-])=O)[C@@H](O)C([O-])=O.[Na+].[K+]. The catalyst is C1COCC1. The product is [CH2:20]([O:19][CH2:18][CH2:17][C:16]([O:28][C:29]1[CH:51]=[CH:50][C:32]2[C:33]3[N:37]([CH2:38][CH2:39][O:40][C:31]=2[CH:30]=1)[CH:36]=[C:35]([C:41]1[N:42]([CH:47]([CH3:49])[CH3:48])[N:43]=[C:44]([CH3:46])[N:45]=1)[N:34]=3)([CH3:27])[CH2:15][OH:14])[C:21]1[CH:22]=[CH:23][CH:24]=[CH:25][CH:26]=1. The yield is 0.980. (9) The reactants are [Br:1][C:2]1[CH:3]=[C:4]2[CH:11]=[CH:10][NH:9][C:5]2=[N+:6]([O-])[CH:7]=1.P(Cl)(Cl)([Cl:14])=O. The catalyst is CN1C(=O)CCC1. The product is [Br:1][C:2]1[C:3]([Cl:14])=[C:4]2[CH:11]=[CH:10][NH:9][C:5]2=[N:6][CH:7]=1. The yield is 0.480.